Dataset: Forward reaction prediction with 1.9M reactions from USPTO patents (1976-2016). Task: Predict the product of the given reaction. (1) Given the reactants [O-:1][Mn](=O)(=O)=O.[K+].[Cl:7][C:8]1[NH:12][N:11]=[C:10]([CH3:13])[CH:9]=1.[OH2:14], predict the reaction product. The product is: [Cl:7][C:8]1[NH:12][N:11]=[C:10]([C:13]([OH:1])=[O:14])[CH:9]=1. (2) Given the reactants [CH3:1][C:2]1[CH:11]=[CH:10][C:5]([C:6](OC)=[O:7])=[CH:4][N:3]=1.[H-].[H-].[H-].[H-].[Li+].[Al+3].O, predict the reaction product. The product is: [OH:7][CH2:6][C:5]1[CH:10]=[CH:11][C:2]([CH3:1])=[N:3][CH:4]=1. (3) Given the reactants [Br:1][C:2]1[S:6][C:5]([C:7]([NH2:9])=[O:8])=[CH:4][CH:3]=1.F[P-](F)(F)(F)(F)F.[CH2:17]([O+](CC)CC)[CH3:18], predict the reaction product. The product is: [CH2:17]([O:8][C:7]([C:5]1[S:6][C:2]([Br:1])=[CH:3][CH:4]=1)=[NH:9])[CH3:18]. (4) Given the reactants N1C[CH2:4][CH2:3][CH2:2]1.[F:6][C:7]([F:12])([F:11])[C:8]([OH:10])=[O:9].[CH2:13]([NH:17][C:18]([NH:20][C@H:21]1[CH2:29][C@H:28]2[C@:24]([C:32]3[CH:37]=[CH:36][C:35]([O:38][CH3:39])=[C:34]([O:40][CH3:41])[CH:33]=3)([CH2:25][CH2:26][N:27]2[CH2:30][CH3:31])[CH2:23][CH2:22]1)=[S:19])[CH2:14][CH2:15][CH3:16].C(=O)CCCC, predict the reaction product. The product is: [F:6][C:7]([F:12])([F:11])[C:8]([OH:10])=[O:9].[CH2:13]([NH:17][C:18]([NH:20][C@H:21]1[CH2:29][C@H:28]2[C@:24]([C:32]3[CH:37]=[CH:36][C:35]([O:38][CH3:39])=[C:34]([O:40][CH3:41])[CH:33]=3)([CH2:25][CH2:26][N:27]2[CH2:30][CH2:31][CH2:2][CH2:3][CH3:4])[CH2:23][CH2:22]1)=[S:19])[CH2:14][CH2:15][CH3:16]. (5) Given the reactants Cl.[CH3:2][C:3]([Si:6]([CH3:14])([CH3:13])[O:7][CH2:8][CH2:9][CH2:10][NH:11][CH3:12])([CH3:5])[CH3:4].C(N(CC)C(C)C)(C)C.[CH3:24][C:25]([O:28][C:29]([N:31]1C(C2C=CC(C#N)=CC=2)O1)=[O:30])([CH3:27])[CH3:26], predict the reaction product. The product is: [C:25]([O:28][C:29]([NH:31][N:11]([CH2:10][CH2:9][CH2:8][O:7][Si:6]([C:3]([CH3:2])([CH3:4])[CH3:5])([CH3:13])[CH3:14])[CH3:12])=[O:30])([CH3:27])([CH3:26])[CH3:24]. (6) Given the reactants [Cl:1]C(OC(Cl)=O)C.C[N:9]1[CH2:14][CH2:13][CH:12]([C:15]2[N:24]=[C:23]([C:25]3[CH:30]=[CH:29][CH:28]=[CH:27][C:26]=3[CH3:31])[C:22]3[C:17](=[CH:18][CH:19]=[CH:20][CH:21]=3)[N:16]=2)[CH2:11][CH2:10]1.CN(C1C2C(N(C)C)=CC=CC=2C=CC=1)C, predict the reaction product. The product is: [ClH:1].[NH:9]1[CH2:10][CH2:11][CH:12]([C:15]2[N:24]=[C:23]([C:25]3[CH:30]=[CH:29][CH:28]=[CH:27][C:26]=3[CH3:31])[C:22]3[C:17](=[CH:18][CH:19]=[CH:20][CH:21]=3)[N:16]=2)[CH2:13][CH2:14]1. (7) Given the reactants C(OC1C=C(C(O)C[C:25]2[N:30]=[CH:29][C:28]([OH:31])=[CH:27][CH:26]=2)C=C(OCC2C=CC=CC=2)C=1)C1C=CC=CC=1.[C:33](O)(=[O:35])[CH3:34].O, predict the reaction product. The product is: [C:33]([O:31][C:28]1[CH:29]=[N:30][CH:25]=[CH:26][CH:27]=1)(=[O:35])[CH3:34].